From a dataset of Catalyst prediction with 721,799 reactions and 888 catalyst types from USPTO. Predict which catalyst facilitates the given reaction. Reactant: [CH3:1]I.C(=O)([O-])[O-].[K+].[K+].[Br:9][C:10]1[N:15]=[C:14]2[NH:16][N:17]=[C:18]([C:19]3[CH:24]=[CH:23][CH:22]=[CH:21][CH:20]=3)[C:13]2=[C:12]([C:25]([F:28])([F:27])[F:26])[CH:11]=1.O. Product: [Br:9][C:10]1[N:15]=[C:14]2[N:16]([CH3:1])[N:17]=[C:18]([C:19]3[CH:24]=[CH:23][CH:22]=[CH:21][CH:20]=3)[C:13]2=[C:12]([C:25]([F:27])([F:28])[F:26])[CH:11]=1. The catalyst class is: 3.